Dataset: Reaction yield outcomes from USPTO patents with 853,638 reactions. Task: Predict the reaction yield, written as a fraction of the theoretical maximum amount of product (1.0 means a 100% yield; for example, 0.34 means a 34% yield). The reactants are [CH2:1]([NH:3][CH2:4][CH3:5])[CH3:2].[N+:6]([C:9]1[CH:14]=[C:13]([N+:15]([O-:17])=[O:16])[CH:12]=[CH:11][C:10]=1[CH2:18][C:19](Cl)=[O:20])([O-:8])=[O:7]. The catalyst is C(Cl)Cl. The product is [N+:6]([C:9]1[CH:14]=[C:13]([N+:15]([O-:17])=[O:16])[CH:12]=[CH:11][C:10]=1[CH2:18][C:19]([N:3]([CH2:4][CH3:5])[CH2:1][CH3:2])=[O:20])([O-:8])=[O:7]. The yield is 0.330.